Dataset: NCI-60 drug combinations with 297,098 pairs across 59 cell lines. Task: Regression. Given two drug SMILES strings and cell line genomic features, predict the synergy score measuring deviation from expected non-interaction effect. (1) Drug 1: C1C(C(OC1N2C=C(C(=O)NC2=O)F)CO)O. Drug 2: CC1=C(C(=O)C2=C(C1=O)N3CC4C(C3(C2COC(=O)N)OC)N4)N. Cell line: RXF 393. Synergy scores: CSS=4.69, Synergy_ZIP=-0.392, Synergy_Bliss=2.76, Synergy_Loewe=1.41, Synergy_HSA=1.87. (2) Drug 1: CCN(CC)CCNC(=O)C1=C(NC(=C1C)C=C2C3=C(C=CC(=C3)F)NC2=O)C. Drug 2: CN(C(=O)NC(C=O)C(C(C(CO)O)O)O)N=O. Cell line: SK-MEL-28. Synergy scores: CSS=0.102, Synergy_ZIP=-1.29, Synergy_Bliss=-2.84, Synergy_Loewe=-5.32, Synergy_HSA=-5.40. (3) Drug 1: CN(C)N=NC1=C(NC=N1)C(=O)N. Drug 2: CCCS(=O)(=O)NC1=C(C(=C(C=C1)F)C(=O)C2=CNC3=C2C=C(C=N3)C4=CC=C(C=C4)Cl)F. Cell line: SK-MEL-28. Synergy scores: CSS=27.1, Synergy_ZIP=-0.858, Synergy_Bliss=-0.502, Synergy_Loewe=-36.4, Synergy_HSA=-2.04.